From a dataset of Reaction yield outcomes from USPTO patents with 853,638 reactions. Predict the reaction yield, written as a fraction of the theoretical maximum amount of product (1.0 means a 100% yield; for example, 0.34 means a 34% yield). (1) The reactants are O[CH:2]([C:4]1[C:12]2[O:11][CH2:10][CH:9]([C:13]3[CH:18]=[CH:17][C:16]([CH:19]([CH3:21])[CH3:20])=[CH:15][CH:14]=3)[C:8]=2[C:7]([CH3:22])=[C:6]([NH:23][C:24](=[O:30])[CH2:25][C:26]([CH3:29])([CH3:28])[CH3:27])[C:5]=1[CH3:31])[CH3:3].FC(F)(F)C(O)=O.C([SiH](CC)CC)C. No catalyst specified. The product is [CH2:2]([C:4]1[C:12]2[O:11][CH2:10][CH:9]([C:13]3[CH:18]=[CH:17][C:16]([CH:19]([CH3:20])[CH3:21])=[CH:15][CH:14]=3)[C:8]=2[C:7]([CH3:22])=[C:6]([NH:23][C:24](=[O:30])[CH2:25][C:26]([CH3:27])([CH3:29])[CH3:28])[C:5]=1[CH3:31])[CH3:3]. The yield is 0.520. (2) The reactants are [C:1]([O:5][C:6](=[O:21])[C@H:7]([CH2:16][CH2:17][CH2:18][CH2:19][CH3:20])[C@H:8]([OH:15])[CH2:9][CH2:10][CH2:11][CH2:12][CH2:13][CH3:14])([CH3:4])([CH3:3])[CH3:2].[C:22](C1C=CC=C(C(C)(C)C)N=1)(C)(C)C.O(C)S(C(F)(F)F)(=O)=O.[Cl-].[NH4+]. The catalyst is ClCCl. The product is [C:1]([O:5][C:6](=[O:21])[C@H:7]([CH2:16][CH2:17][CH2:18][CH2:19][CH3:20])[C@H:8]([O:15][CH3:22])[CH2:9][CH2:10][CH2:11][CH2:12][CH2:13][CH3:14])([CH3:3])([CH3:4])[CH3:2]. The yield is 0.950. (3) The reactants are Br[C:2]1[C:7](=[O:8])[N:6]([CH2:9][C:10]([NH:12][CH2:13][C:14]2[CH:19]=[CH:18][N:17]=[CH:16][CH:15]=2)=[O:11])[N:5]=[CH:4][C:3]=1[NH:20][C@@H:21]1[CH2:26][C@@H:25]2[CH2:27][C@@H:23]([C:24]2([CH3:29])[CH3:28])[C@H:22]1[CH3:30].[C:31]1(B(O)O)[CH:36]=[CH:35][CH:34]=[CH:33][CH:32]=1. The catalyst is C(=O)([O-])[O-].[Na+].[Na+].C(O)CC.C1C=CC([P]([Pd]([P](C2C=CC=CC=2)(C2C=CC=CC=2)C2C=CC=CC=2)([P](C2C=CC=CC=2)(C2C=CC=CC=2)C2C=CC=CC=2)[P](C2C=CC=CC=2)(C2C=CC=CC=2)C2C=CC=CC=2)(C2C=CC=CC=2)C2C=CC=CC=2)=CC=1. The product is [C:31]1([C:2]2[C:7](=[O:8])[N:6]([CH2:9][C:10]([NH:12][CH2:13][C:14]3[CH:19]=[CH:18][N:17]=[CH:16][CH:15]=3)=[O:11])[N:5]=[CH:4][C:3]=2[NH:20][C@@H:21]2[CH2:26][C@@H:25]3[CH2:27][C@@H:23]([C:24]3([CH3:29])[CH3:28])[C@H:22]2[CH3:30])[CH:36]=[CH:35][CH:34]=[CH:33][CH:32]=1. The yield is 1.00.